From a dataset of Experimentally validated miRNA-target interactions with 360,000+ pairs, plus equal number of negative samples. Binary Classification. Given a miRNA mature sequence and a target amino acid sequence, predict their likelihood of interaction. (1) The miRNA is hsa-miR-150-5p with sequence UCUCCCAACCCUUGUACCAGUG. The protein sequence of the target gene is MAAEIQPKPLTRKPILLQRMEGSQEVVNMAVIVPKEEGVISVSEDRTVRVWLKRDSGQYWPSVYHAMPSPCSCMSFNPETRRLSIGLDNGTISEFILSEDYNKMTPVKNYQAHQSRVTMILFVLELEWVLSTGQDKQFAWHCSESGQRLGGYRTSAVASGLQFDVETRHVFIGDHSGQVTILKLEQENCTLVTTFRGHTGGVTALCWDPVQRVLFSGSSDHSVIMWDIGGRKGTAIELQGHNDRVQALSYAQHTRQLISCGGDGGIVVWNMDVERQETPEWLDSDSCQKCDQPFFWNFKQ.... Result: 1 (interaction). (2) The miRNA is hsa-miR-4317 with sequence ACAUUGCCAGGGAGUUU. The protein sequence of the target gene is MKEGMSNNSTTSISQARKAVEQLKMEACMDRVKVSQAAADLLAYCEAHVREDPLIIPVPASENPFREKKFFCTIL. Result: 0 (no interaction). (3) The miRNA is gga-miR-2131-5p with sequence AUGCAGAAGUGCACGGAAACAGCU. The protein sequence of the target gene is MTTMKNRSQDDMVTGTLPKLKSSKEWLEPQSLSFMEALAKEDTDAAVQSILYRENYIMKELDKYLHHQDFLNTRRKEMLYKKWVERVADPLQKKIIEKVHSHKNIKKRRRQELDNFLKHSNKKGNAFIEHYDPKEYDPFYMSKEDPNFLKVIMPPFRDPLKKAQYDQDDEKRTLLQCETGKIYTMKEFKEIEKAQLHSRFPSISNSRQSMTPNGWLKVPMSYIESEFCKKSR. Result: 0 (no interaction). (4) The miRNA is hsa-miR-3674 with sequence AUUGUAGAACCUAAGAUUGGCC. The protein sequence of the target gene is MVLILGRRLNREDLGVRDSPATKRKVFEMDPKSLTGHEFFDFSSGSSHAENILQIFNEFRDSRLFTDVIICVEGKEFPCHRAVLSACSSYFRAMFCNDHRESREMLVEINGILAEAMECFLQYVYTGKVKITTENVQYLFETSSLFQISVLRDACAKFLEEQLDPCNCLGIQRFADTHSLKTLFTKCKNFALQTFEDVSQHEEFLELDKDELIDYICSDELVIGKEEMVFEAVMRWVYRAVDLRRPLLHELLTHVRLPLLHPNYFVQTVEVDQLIQNSPECYQLLHEARRYHILGNEMMS.... Result: 1 (interaction). (5) The miRNA is hsa-miR-335-5p with sequence UCAAGAGCAAUAACGAAAAAUGU. The protein sequence of the target gene is MKYPLMPLVNDLTFSFLVFWFCLPVGLLLLLIIWLRFLLSQDSEENDSSVCLDWEPWSKGPAEFCWKGTLHGQEKERPCW. Result: 1 (interaction).